Task: Predict which catalyst facilitates the given reaction.. Dataset: Catalyst prediction with 721,799 reactions and 888 catalyst types from USPTO (1) Reactant: [CH3:1][O:2][C:3]1[C:4]([C:21]2[CH2:26][CH2:25][C:24](=[O:27])[CH2:23][CH:22]=2)=[CH:5][C:6]([C:15]2[CH:20]=[CH:19][CH:18]=[CH:17][CH:16]=2)=[C:7]2[C:12]=1[N:11]=[C:10]([NH:13][CH3:14])[N:9]=[CH:8]2.[BH4-].[Na+].CC(C)=O.O. Product: [OH:27][CH:24]1[CH2:25][CH2:26][C:21]([C:4]2[C:3]([O:2][CH3:1])=[C:12]3[C:7]([CH:8]=[N:9][C:10]([NH:13][CH3:14])=[N:11]3)=[C:6]([C:15]3[CH:20]=[CH:19][CH:18]=[CH:17][CH:16]=3)[CH:5]=2)=[CH:22][CH2:23]1. The catalyst class is: 5. (2) Reactant: [O:1]1CCO[CH:2]1[C:6]1[C:7]([F:22])=[C:8]([N:13]([CH2:20][CH3:21])[CH2:14][C:15]2[NH:16][CH:17]=[N:18][CH:19]=2)[CH:9]=[CH:10][C:11]=1[F:12].Cl. Product: [CH2:20]([N:13]([CH2:14][C:15]1[NH:16][CH:17]=[N:18][CH:19]=1)[C:8]1[C:7]([F:22])=[C:6]([C:11]([F:12])=[CH:10][CH:9]=1)[CH:2]=[O:1])[CH3:21]. The catalyst class is: 7. (3) Reactant: [CH3:1][O:2][C:3]1[CH:12]=[C:11]2[C:6]([CH:7]=[CH:8][CH:9]=[C:10]2[CH2:13][C:14]#[N:15])=[CH:5][CH:4]=1.[OH-].[NH4+]. Product: [CH3:1][O:2][C:3]1[CH:12]=[C:11]2[C:6]([CH:7]=[CH:8][CH:9]=[C:10]2[CH2:13][CH2:14][NH2:15])=[CH:5][CH:4]=1. The catalyst class is: 227. (4) Reactant: [O:1]=[C:2]([CH3:10])[CH2:3][P:4](=[O:9])([O:7][CH3:8])[O:5][CH3:6].C(=O)([O-])[O-].[K+].[K+].S([N:27]=[N+:28]=[N-])(C1C=CC(C)=CC=1)(=O)=O. Product: [N+:27](=[C:3]([P:4](=[O:9])([O:7][CH3:8])[O:5][CH3:6])[C:2](=[O:1])[CH3:10])=[N-:28]. The catalyst class is: 10.